Dataset: Catalyst prediction with 721,799 reactions and 888 catalyst types from USPTO. Task: Predict which catalyst facilitates the given reaction. Reactant: [C:1]([O:5][C:6]([NH:8][CH:9]([CH:13]([O:16][C:17]1[CH:22]=[CH:21][CH:20]=[CH:19][C:18]=1[N+:23]([O-])=O)[CH2:14][CH3:15])[C:10]([OH:12])=[O:11])=[O:7])([CH3:4])([CH3:3])[CH3:2]. Product: [NH2:23][C:18]1[CH:19]=[CH:20][CH:21]=[CH:22][C:17]=1[O:16][CH:13]([CH2:14][CH3:15])[CH:9]([NH:8][C:6]([O:5][C:1]([CH3:3])([CH3:4])[CH3:2])=[O:7])[C:10]([OH:12])=[O:11]. The catalyst class is: 19.